This data is from Forward reaction prediction with 1.9M reactions from USPTO patents (1976-2016). The task is: Predict the product of the given reaction. (1) Given the reactants C[O:2][C:3](=[O:24])[C@@H:4]([N:9]1[CH2:13][C:12]([O:14][C:15]2[CH:20]=[CH:19][CH:18]=[C:17]([C:21]#[N:22])[CH:16]=2)=[CH:11][C:10]1=[O:23])[CH2:5][CH:6]([CH3:8])[CH3:7].O.[OH-].[Li+], predict the reaction product. The product is: [C:21]([C:17]1[CH:16]=[C:15]([CH:20]=[CH:19][CH:18]=1)[O:14][C:12]1[CH2:13][N:9]([C@@H:4]([CH2:5][CH:6]([CH3:7])[CH3:8])[C:3]([OH:24])=[O:2])[C:10](=[O:23])[CH:11]=1)#[N:22]. (2) Given the reactants C[O:2][C:3]1[C:12]2[N:11]=[C:10]([NH:13][C:14](=[O:21])[C:15]3[CH:20]=[CH:19][CH:18]=[N:17][CH:16]=3)[N:9]3[CH2:22][CH2:23][N:24]=[C:8]3[C:7]=2[CH:6]=[CH:5][CH:4]=1, predict the reaction product. The product is: [OH:2][C:3]1[C:12]2[N:11]=[C:10]([NH:13][C:14](=[O:21])[C:15]3[CH:20]=[CH:19][CH:18]=[N:17][CH:16]=3)[N:9]3[CH2:22][CH2:23][N:24]=[C:8]3[C:7]=2[CH:6]=[CH:5][CH:4]=1. (3) Given the reactants CS([C:4]1[N:9]=[C:8]([NH:10][C:11]2([C:14]3[CH:19]=[CH:18][CH:17]=[CH:16][CH:15]=3)[CH2:13][CH2:12]2)[C:7]([C:20]([NH2:22])=[O:21])=[CH:6][N:5]=1)=O.[C:23]([NH:26][C:27]1[CH:28]=[C:29]([CH:31]=[CH:32][CH:33]=1)[NH2:30])(=[O:25])[CH3:24].CC1C=CC(S(O)(=O)=O)=CC=1, predict the reaction product. The product is: [C:23]([NH:26][C:27]1[CH:28]=[C:29]([NH:30][C:4]2[N:9]=[C:8]([NH:10][C:11]3([C:14]4[CH:19]=[CH:18][CH:17]=[CH:16][CH:15]=4)[CH2:13][CH2:12]3)[C:7]([C:20]([NH2:22])=[O:21])=[CH:6][N:5]=2)[CH:31]=[CH:32][CH:33]=1)(=[O:25])[CH3:24].